Dataset: Catalyst prediction with 721,799 reactions and 888 catalyst types from USPTO. Task: Predict which catalyst facilitates the given reaction. Reactant: [CH3:1][O:2][C:3]1[CH:9]=[C:8]([B:10]2[O:14][C:13]([CH3:16])([CH3:15])[C:12]([CH3:18])([CH3:17])[O:11]2)[CH:7]=[CH:6][C:4]=1[NH2:5].[Cl:19][C:20]1[CH:21]=[C:22]2[CH:28]=[C:27]([C:29](OC)=[O:30])[N:26]([CH3:33])[C:23]2=[N:24][CH:25]=1. Product: [Cl:19][C:20]1[CH:21]=[C:22]2[CH:28]=[C:27]([C:29]([NH:5][C:4]3[CH:6]=[CH:7][C:8]([B:10]4[O:14][C:13]([CH3:16])([CH3:15])[C:12]([CH3:18])([CH3:17])[O:11]4)=[CH:9][C:3]=3[O:2][CH3:1])=[O:30])[N:26]([CH3:33])[C:23]2=[N:24][CH:25]=1. The catalyst class is: 7.